This data is from Forward reaction prediction with 1.9M reactions from USPTO patents (1976-2016). The task is: Predict the product of the given reaction. (1) Given the reactants NCC(O)=O.C([O-])([O-])=O.[Na+].[Na+].[I:12]([C:15]1[CH:16]=[C:17]([CH:30]=[CH:31][C:32]=1[N+:33]([O-:35])=[O:34])[C:18]([NH:20][CH2:21][C:22]([O:24]CC(Cl)(Cl)Cl)=[O:23])=[O:19])(=O)=O, predict the reaction product. The product is: [I:12][C:15]1[CH:16]=[C:17]([CH:30]=[CH:31][C:32]=1[N+:33]([O-:35])=[O:34])[C:18]([NH:20][CH2:21][C:22]([OH:24])=[O:23])=[O:19]. (2) Given the reactants [Br:1][C:2]1[C:3](Cl)=[N:4][C:5]2[C:10]([CH:11]=1)=[CH:9][CH:8]=[C:7]([Cl:12])[CH:6]=2.O.[NH2:15][NH2:16], predict the reaction product. The product is: [Br:1][C:2]1[C:3]([NH:15][NH2:16])=[N:4][C:5]2[C:10]([CH:11]=1)=[CH:9][CH:8]=[C:7]([Cl:12])[CH:6]=2. (3) Given the reactants C([NH:4][C:5]1[CH:13]=[CH:12][C:8]([C:9]([OH:11])=[O:10])=[C:7]([CH3:14])[CH:6]=1)(=O)C.OS(O)(=O)=O.C([O-])(O)=O.[Na+], predict the reaction product. The product is: [NH2:4][C:5]1[CH:13]=[CH:12][C:8]([C:9]([OH:11])=[O:10])=[C:7]([CH3:14])[CH:6]=1.